Dataset: NCI-60 drug combinations with 297,098 pairs across 59 cell lines. Task: Regression. Given two drug SMILES strings and cell line genomic features, predict the synergy score measuring deviation from expected non-interaction effect. Cell line: UACC-257. Drug 1: C1CCC(CC1)NC(=O)N(CCCl)N=O. Synergy scores: CSS=13.1, Synergy_ZIP=-4.78, Synergy_Bliss=-10.8, Synergy_Loewe=-35.4, Synergy_HSA=-11.3. Drug 2: CCCS(=O)(=O)NC1=C(C(=C(C=C1)F)C(=O)C2=CNC3=C2C=C(C=N3)C4=CC=C(C=C4)Cl)F.